Dataset: Reaction yield outcomes from USPTO patents with 853,638 reactions. Task: Predict the reaction yield, written as a fraction of the theoretical maximum amount of product (1.0 means a 100% yield; for example, 0.34 means a 34% yield). (1) The reactants are [OH-].[Li+].[F:3][CH:4]([F:29])[C:5]1[N:6]([C:17]2[C:26]3[C:21](=[CH:22][CH:23]=[CH:24][CH:25]=3)[C:20]([CH2:27][CH3:28])=[CH:19][CH:18]=2)[C:7]([S:10][CH2:11][C:12]([O:14]CC)=[O:13])=[N:8][N:9]=1. The catalyst is C1COCC1.O. The product is [F:29][CH:4]([F:3])[C:5]1[N:6]([C:17]2[C:26]3[C:21](=[CH:22][CH:23]=[CH:24][CH:25]=3)[C:20]([CH2:27][CH3:28])=[CH:19][CH:18]=2)[C:7]([S:10][CH2:11][C:12]([OH:14])=[O:13])=[N:8][N:9]=1. The yield is 0.990. (2) The reactants are [F:1][N+]1C(C(F)(F)F)=CC(C(F)(F)F)=CC=1S([O-])(=O)=O.[OH:20][C:21]1[C:31]2[CH2:30][CH2:29][N:28]([C:32](=[O:37])[C:33]([F:36])([F:35])[F:34])[CH2:27][CH2:26][C:25]=2[CH:24]=[CH:23][CH:22]=1.C(O)(C(F)(F)F)C(F)(F)F. The catalyst is C(Cl)Cl. The product is [F:1][C:22]1[CH:23]=[CH:24][C:25]2[CH2:26][CH2:27][N:28]([C:32](=[O:37])[C:33]([F:36])([F:34])[F:35])[CH2:29][CH2:30][C:31]=2[C:21]=1[OH:20]. The yield is 0.680. (3) The catalyst is C(O)C. The yield is 0.630. The product is [NH2:7][CH2:8][CH2:9][CH2:10][N:11]1[CH2:19][C@H:18]2[C@H:13]([CH2:14][C:15]3[CH:23]=[CH:22][CH:21]=[CH:20][C:16]=3[CH2:17]2)[CH2:12]1. The reactants are NN.C1(=O)[N:7]([CH2:8][CH2:9][CH2:10][N:11]2[CH2:19][C@H:18]3[C@H:13]([CH2:14][C:15]4[CH:23]=[CH:22][CH:21]=[CH:20][C:16]=4[CH2:17]3)[CH2:12]2)C(=O)C2=CC=CC=C12.C(OCC)C. (4) The reactants are [F:1][CH:2]([F:19])[CH2:3][NH:4][CH:5]1[CH2:11][CH2:10][C:9]2[C:12](OC)=[C:13]([NH2:16])[CH:14]=[CH:15][C:8]=2[CH2:7][CH2:6]1.Cl[C:21]1[N:26]=[C:25]([NH:27][C@@H:28]2[C@@H:33]3[CH2:34][C@@H:30]([CH:31]=[CH:32]3)[C@@H:29]2[C:35]([NH2:37])=[O:36])[C:24]([Cl:38])=[CH:23][N:22]=1. No catalyst specified. The product is [Cl:38][C:24]1[C:25]([NH:27][C@@H:28]2[C@@H:33]3[CH2:34][C@@H:30]([CH:31]=[CH:32]3)[C@@H:29]2[C:35]([NH2:37])=[O:36])=[N:26][C:21]([NH:16][C:13]2[CH:14]=[CH:15][C:8]3[CH2:7][CH2:6][CH:5]([NH:4][CH2:3][CH:2]([F:1])[F:19])[CH2:11][CH2:10][C:9]=3[CH:12]=2)=[N:22][CH:23]=1. The yield is 0.290. (5) The reactants are I[C:2]1[C:10]2[C:5](=[CH:6][CH:7]=[C:8]([CH:11]=[O:12])[CH:9]=2)[NH:4][N:3]=1.[CH3:13][O:14][C:15]1[CH:20]=[CH:19][C:18](B(O)O)=[C:17]([O:24][CH3:25])[C:16]=1[O:26][CH3:27].C([O-])([O-])=O.[K+].[K+].O1CCOCC1. The catalyst is CCOC(C)=O.C1C=CC([P]([Pd]([P](C2C=CC=CC=2)(C2C=CC=CC=2)C2C=CC=CC=2)([P](C2C=CC=CC=2)(C2C=CC=CC=2)C2C=CC=CC=2)[P](C2C=CC=CC=2)(C2C=CC=CC=2)C2C=CC=CC=2)(C2C=CC=CC=2)C2C=CC=CC=2)=CC=1. The product is [CH3:25][O:24][C:17]1[CH:18]=[C:19]([C:2]2[C:10]3[C:5](=[CH:6][CH:7]=[C:8]([CH:11]=[O:12])[CH:9]=3)[NH:4][N:3]=2)[CH:20]=[C:15]([O:14][CH3:13])[C:16]=1[O:26][CH3:27]. The yield is 0.830. (6) The reactants are [C:1]([O:5][C:6](=[O:27])[N:7]([C:19]1[CH:24]=[CH:23][C:22]([CH:25]=[O:26])=[CH:21][N:20]=1)[CH2:8][C:9]1[CH:14]=[CH:13][C:12]([C:15]([F:18])([F:17])[F:16])=[CH:11][CH:10]=1)([CH3:4])([CH3:3])[CH3:2].[CH:28]([Si:31]([CH:45]([CH3:47])[CH3:46])([CH:42]([CH3:44])[CH3:43])[O:32][C:33]1[CH:34]=[C:35]2[CH:41]=[CH:40][NH:39][C:36]2=[N:37][CH:38]=1)([CH3:30])[CH3:29].[OH-].[K+].O. The catalyst is CO. The product is [C:1]([O:5][C:6](=[O:27])[N:7]([C:19]1[CH:24]=[CH:23][C:22]([CH:25]([OH:26])[C:41]2[C:35]3[C:36](=[N:37][CH:38]=[C:33]([O:32][Si:31]([CH:42]([CH3:44])[CH3:43])([CH:45]([CH3:47])[CH3:46])[CH:28]([CH3:29])[CH3:30])[CH:34]=3)[NH:39][CH:40]=2)=[CH:21][N:20]=1)[CH2:8][C:9]1[CH:10]=[CH:11][C:12]([C:15]([F:16])([F:17])[F:18])=[CH:13][CH:14]=1)([CH3:4])([CH3:2])[CH3:3]. The yield is 0.700. (7) The reactants are [Si]([O:18][CH2:19][C:20]1[CH:21]=[C:22]([C:25]([OH:27])=[O:26])[S:23][CH:24]=1)(C(C)(C)C)(C1C=CC=CC=1)C1C=CC=CC=1.Cl.[CH3:29]O. The product is [OH:18][CH2:19][C:20]1[CH:21]=[C:22]([C:25]([O:27][CH3:29])=[O:26])[S:23][CH:24]=1. No catalyst specified. The yield is 0.500. (8) The reactants are CC1(C)C(C)(C)OB([C:9]2[CH:26]=[CH:25][C:12]3[CH2:13][CH2:14][N:15]([C:18]([O:20][C:21]([CH3:24])([CH3:23])[CH3:22])=[O:19])[CH2:16][CH2:17][C:11]=3[CH:10]=2)O1.Br[C:29]1[S:33][C:32]([C:34]2[CH:39]=[CH:38][C:37]([O:40][CH:41]([CH3:43])[CH3:42])=[C:36]([Cl:44])[CH:35]=2)=[N:31][CH:30]=1. The catalyst is O1CCOCC1.C([O-])(O)=O.[Na+].C1C=CC(P(C2C=CC=CC=2)[C-]2C=CC=C2)=CC=1.C1C=CC(P(C2C=CC=CC=2)[C-]2C=CC=C2)=CC=1.Cl[Pd]Cl.[Fe+2]. The product is [Cl:44][C:36]1[CH:35]=[C:34]([C:32]2[S:33][C:29]([C:9]3[CH:26]=[CH:25][C:12]4[CH2:13][CH2:14][N:15]([C:18]([O:20][C:21]([CH3:23])([CH3:22])[CH3:24])=[O:19])[CH2:16][CH2:17][C:11]=4[CH:10]=3)=[CH:30][N:31]=2)[CH:39]=[CH:38][C:37]=1[O:40][CH:41]([CH3:43])[CH3:42]. The yield is 0.690. (9) The reactants are [N:1]1([C:7]2[CH:12]=[CH:11][C:10]([NH:13][C:14]([C:16]3[CH:17]=[C:18]([CH:27]=[CH:28][CH:29]=3)[CH2:19][S:20][CH2:21][CH2:22][C:23]([O:25]C)=[O:24])=[O:15])=[C:9]([C:30]3[CH:35]=[C:34]([NH:36][CH2:37][C:38]4[CH:43]=[CH:42][CH:41]=[C:40]([C:44]([F:47])([F:46])[F:45])[CH:39]=4)[CH:33]=[CH:32][N:31]=3)[CH:8]=2)[CH2:6][CH2:5][CH2:4][CH2:3][CH2:2]1.[Li+].[OH-].Cl. The catalyst is O1CCCC1.O. The product is [N:1]1([C:7]2[CH:12]=[CH:11][C:10]([NH:13][C:14]([C:16]3[CH:17]=[C:18]([CH:27]=[CH:28][CH:29]=3)[CH2:19][S:20][CH2:21][CH2:22][C:23]([OH:25])=[O:24])=[O:15])=[C:9]([C:30]3[CH:35]=[C:34]([NH:36][CH2:37][C:38]4[CH:43]=[CH:42][CH:41]=[C:40]([C:44]([F:46])([F:47])[F:45])[CH:39]=4)[CH:33]=[CH:32][N:31]=3)[CH:8]=2)[CH2:6][CH2:5][CH2:4][CH2:3][CH2:2]1. The yield is 0.100.